This data is from Forward reaction prediction with 1.9M reactions from USPTO patents (1976-2016). The task is: Predict the product of the given reaction. (1) Given the reactants [CH3:1][NH:2][C:3]1[C:12]2[C:7](=[CH:8][C:9]([Sn](CCCC)(CCCC)CCCC)=[CH:10][CH:11]=2)[N:6]=[C:5]([NH2:26])[N:4]=1.[CH2:27]([S:29][C:30]1[CH:35]=[CH:34][CH:33]=[C:32]([C:36]([F:39])([F:38])[F:37])[C:31]=1I)[CH3:28], predict the reaction product. The product is: [CH2:27]([S:29][C:30]1[CH:35]=[CH:34][CH:33]=[C:32]([C:36]([F:38])([F:37])[F:39])[C:31]=1[C:9]1[CH:8]=[C:7]2[C:12]([C:3]([NH:2][CH3:1])=[N:4][C:5]([NH2:26])=[N:6]2)=[CH:11][CH:10]=1)[CH3:28]. (2) Given the reactants Br[C:2]1[CH:3]=[C:4]2[C:8](=[CH:9][CH:10]=1)[NH:7][CH:6]=[C:5]2[CH:11]=[O:12].[C:13]1([CH3:22])[CH:18]=[CH:17][CH:16]=[C:15](B(O)O)[CH:14]=1, predict the reaction product. The product is: [C:13]1([CH3:22])[CH:18]=[CH:17][CH:16]=[C:15]([C:2]2[CH:3]=[C:4]3[C:8](=[CH:9][CH:10]=2)[NH:7][CH:6]=[C:5]3[CH:11]=[O:12])[CH:14]=1.